Dataset: Full USPTO retrosynthesis dataset with 1.9M reactions from patents (1976-2016). Task: Predict the reactants needed to synthesize the given product. Given the product [NH:1]1[C:5]2[CH:6]=[CH:7][CH:8]=[C:9]([C:10]([O:12][CH2:20][CH3:21])=[O:11])[C:4]=2[N:3]=[CH:2]1, predict the reactants needed to synthesize it. The reactants are: [NH:1]1[C:5]2[CH:6]=[CH:7][CH:8]=[C:9]([C:10]([OH:12])=[O:11])[C:4]=2[N:3]=[CH:2]1.Cl.C(=O)([O-])[O-].[K+].[K+].[CH2:20](O)[CH3:21].